From a dataset of Reaction yield outcomes from USPTO patents with 853,638 reactions. Predict the reaction yield, written as a fraction of the theoretical maximum amount of product (1.0 means a 100% yield; for example, 0.34 means a 34% yield). (1) The reactants are [CH3:1][C:2]1[CH:10]=[C:9]([CH3:11])[C:8]([C:12]2[NH:16][CH:15]3[CH2:17][O:18][CH2:19][CH:14]3[N:13]=2)=[CH:7][C:3]=1[C:4]([OH:6])=O.Cl.[NH:21]1[CH2:26][CH2:25][CH:24]([C:27]2[CH:34]=[CH:33][C:30]([C:31]#[N:32])=[CH:29][CH:28]=2)[CH2:23][CH2:22]1.CCN=C=NCCCN(C)C.Cl. The catalyst is CN(C)C=O.CN(C)C1C=CN=CC=1.C(OCC)(=O)C. The product is [CH3:1][C:2]1[CH:10]=[C:9]([CH3:11])[C:8]([C:12]2[NH:16][CH:15]3[CH2:17][O:18][CH2:19][CH:14]3[N:13]=2)=[CH:7][C:3]=1[C:4]([N:21]1[CH2:26][CH2:25][CH:24]([C:27]2[CH:34]=[CH:33][C:30]([C:31]#[N:32])=[CH:29][CH:28]=2)[CH2:23][CH2:22]1)=[O:6]. The yield is 0.120. (2) The catalyst is C(O)C. The reactants are [Cl:1][C:2]1[N:7]=[C:6]2[C:8]([CH3:35])=[C:9]([CH:11]([NH:18][C:19]3[CH:24]=[CH:23][C:22]([C:25]([NH:27][CH2:28][CH2:29][C:30]([O:32]CC)=[O:31])=[O:26])=[CH:21][CH:20]=3)[CH:12]3[CH2:17][CH2:16][CH2:15][CH2:14][CH2:13]3)[O:10][C:5]2=[CH:4][CH:3]=1.O1CCCC1.[OH-].[Na+]. The yield is 0.930. The product is [Cl:1][C:2]1[N:7]=[C:6]2[C:8]([CH3:35])=[C:9]([CH:11]([NH:18][C:19]3[CH:20]=[CH:21][C:22]([C:25]([NH:27][CH2:28][CH2:29][C:30]([OH:32])=[O:31])=[O:26])=[CH:23][CH:24]=3)[CH:12]3[CH2:13][CH2:14][CH2:15][CH2:16][CH2:17]3)[O:10][C:5]2=[CH:4][CH:3]=1. (3) The reactants are [F:1][C:2]1[CH:3]=[C:4]([OH:9])[CH:5]=[C:6]([F:8])[CH:7]=1.[CH3:10][O:11][CH2:12][CH2:13]O.C1(P(C2C=CC=CC=2)C2C=CC=CC=2)C=CC=CC=1.CC(OC(/N=N/C(OC(C)C)=O)=O)C. The catalyst is C1COCC1. The product is [F:1][C:2]1[CH:3]=[C:4]([O:9][CH2:13][CH2:12][O:11][CH3:10])[CH:5]=[C:6]([F:8])[CH:7]=1. The yield is 0.950. (4) The reactants are [F:1][CH:2]([F:32])[C:3]1[N:7]([C:8]2[N:13]=[C:12]([N:14]3[CH2:19][CH2:18][O:17][CH2:16][CH2:15]3)[N:11]=[C:10]([N:20]3[CH2:25][CH2:24][NH:23][CH2:22][CH2:21]3)[N:9]=2)[C:6]2[CH:26]=[CH:27][CH:28]=[C:29]([O:30][CH3:31])[C:5]=2[N:4]=1.Cl[CH2:34][CH2:35][S:36](Cl)(=[O:38])=[O:37].O.C(Cl)Cl.CCOC(C)=O. The catalyst is CN(C1C=CN=CC=1)C.N1C=CC=CC=1. The product is [F:32][CH:2]([F:1])[C:3]1[N:7]([C:8]2[N:13]=[C:12]([N:14]3[CH2:15][CH2:16][O:17][CH2:18][CH2:19]3)[N:11]=[C:10]([N:20]3[CH2:25][CH2:24][N:23]([S:36]([CH:35]=[CH2:34])(=[O:38])=[O:37])[CH2:22][CH2:21]3)[N:9]=2)[C:6]2[CH:26]=[CH:27][CH:28]=[C:29]([O:30][CH3:31])[C:5]=2[N:4]=1. The yield is 0.310. (5) The reactants are [I:1][C:2]1[CH:3]=[C:4]2[C:8](=[CH:9][CH:10]=1)[NH:7][C:6](=[O:11])[C:5]2=O.[I:13][C:14]1[CH:23]=[CH:22][C:17]([C:18]([NH:20][NH2:21])=[O:19])=[CH:16][CH:15]=1. The catalyst is C(O)(=O)C. The product is [I:13][C:14]1[CH:23]=[CH:22][C:17]([C:18]([NH:20][N:21]=[C:5]2[C:4]3[C:8](=[CH:9][CH:10]=[C:2]([I:1])[CH:3]=3)[NH:7][C:6]2=[O:11])=[O:19])=[CH:16][CH:15]=1. The yield is 0.830. (6) The reactants are Cl[C:2]1[CH:3]=[CH:4][C:5]2[N:6]([CH:23]=1)[C:7](=[O:22])[CH:8]=[C:9]([C:11]1[CH:12]=[C:13]3[C:18]([CH3:19])=[N:17][C:16]([CH3:20])=[CH:15][N:14]3[CH:21]=1)[N:10]=2.CC1(C)C(C)(C)OB([C:32]2[CH2:37][CH2:36][N:35]([C:38]([O:40][C:41]([CH3:44])([CH3:43])[CH3:42])=[O:39])[CH2:34][CH:33]=2)O1.[O-]P([O-])([O-])=O.[K+].[K+].[K+]. The catalyst is C1COCC1.O.CC([O-])=O.CC([O-])=O.[Pd+2].COC1C=CC=C(OC)C=1C1C=CC=CC=1P(C1CCCCC1)C1CCCCC1. The product is [CH3:19][C:18]1[C:13]2[N:14]([CH:21]=[C:11]([C:9]3[N:10]=[C:5]4[CH:4]=[CH:3][C:2]([C:32]5[CH2:37][CH2:36][N:35]([C:38]([O:40][C:41]([CH3:44])([CH3:43])[CH3:42])=[O:39])[CH2:34][CH:33]=5)=[CH:23][N:6]4[C:7](=[O:22])[CH:8]=3)[CH:12]=2)[CH:15]=[C:16]([CH3:20])[N:17]=1. The yield is 0.650.